Dataset: Full USPTO retrosynthesis dataset with 1.9M reactions from patents (1976-2016). Task: Predict the reactants needed to synthesize the given product. (1) The reactants are: [Na+].[SH2:2].Br[CH2:4][CH2:5][O:6][CH3:7]. Given the product [CH3:7][O:6][CH2:5][CH2:4][S:2][S:2][CH2:4][CH2:5][O:6][CH3:7], predict the reactants needed to synthesize it. (2) The reactants are: [C:1]1([S:7]([C:10]2[CH:15]=[CH:14][C:13](F)=[C:12]([F:17])[CH:11]=2)(=[O:9])=[O:8])[CH:6]=[CH:5][CH:4]=[CH:3][CH:2]=1.[Cl:18][C:19]1[CH:20]=[C:21]([CH2:26][C:27]([OH:29])=[O:28])[CH:22]=[C:23]([OH:25])[CH:24]=1. Given the product [Cl:18][C:19]1[CH:20]=[C:21]([CH2:26][C:27]([OH:29])=[O:28])[CH:22]=[C:23]([O:25][C:13]2[CH:14]=[CH:15][C:10]([S:7]([C:1]3[CH:6]=[CH:5][CH:4]=[CH:3][CH:2]=3)(=[O:9])=[O:8])=[CH:11][C:12]=2[F:17])[CH:24]=1, predict the reactants needed to synthesize it. (3) Given the product [OH:33][NH:32][C:20]([CH:19]1[CH2:25][CH2:24][C:22]([OH:21])([CH3:26])[CH2:23][N:18]1[S:15]([C:12]1[CH:13]=[CH:14][C:9]([O:8][CH2:1][C:2]2[CH:7]=[CH:6][CH:5]=[CH:4][CH:3]=2)=[CH:10][CH:11]=1)(=[O:17])=[O:16])=[O:27], predict the reactants needed to synthesize it. The reactants are: [CH2:1]([O:8][C:9]1[CH:14]=[CH:13][C:12]([S:15]([N:18]2[CH2:23][C:22]3([CH3:26])[CH2:24][CH2:25][CH:19]2[C:20](=[O:27])[O:21]3)(=[O:17])=[O:16])=[CH:11][CH:10]=1)[C:2]1[CH:7]=[CH:6][CH:5]=[CH:4][CH:3]=1.C[O-].[Na+].Cl.[NH2:32][OH:33].